From a dataset of Full USPTO retrosynthesis dataset with 1.9M reactions from patents (1976-2016). Predict the reactants needed to synthesize the given product. (1) Given the product [NH2:20][C:17]1[CH:18]=[CH:19][C:14]([C:12](=[O:13])[C:11]2[CH:23]=[CH:24][C:8]([F:7])=[CH:9][CH:10]=2)=[CH:15][CH:16]=1, predict the reactants needed to synthesize it. The reactants are: O.O.[Sn](Cl)Cl.Cl.[F:7][C:8]1[CH:24]=[CH:23][C:11]([C:12]([C:14]2[CH:19]=[CH:18][C:17]([N+:20]([O-])=O)=[CH:16][CH:15]=2)=[O:13])=[CH:10][CH:9]=1. (2) Given the product [C:22]([O:20][C:19](=[O:21])[CH2:18][CH2:17][CH2:16][CH2:15][Br:14])([CH3:25])([CH3:24])[CH3:23], predict the reactants needed to synthesize it. The reactants are: FC(F)(F)C(OC(=O)C(F)(F)F)=O.[Br:14][CH2:15][CH2:16][CH2:17][CH2:18][C:19]([OH:21])=[O:20].[C:22](O)([CH3:25])([CH3:24])[CH3:23].O. (3) Given the product [C:2]([O:5][C:6]([N:8]1[CH2:9][C@H:10]([OH:16])[CH2:11][C@H:12]1[C:13]([NH:49][C@:50]1([C:55]([O:57][CH2:58][CH3:59])=[O:56])[CH2:52][C@H:51]1[CH:53]=[CH2:54])=[O:15])=[O:7])([CH3:1])([CH3:3])[CH3:4], predict the reactants needed to synthesize it. The reactants are: [CH3:1][C:2]([O:5][C:6]([N:8]1[C@H:12]([C:13]([OH:15])=O)[CH2:11][CH:10]([OH:16])[CH2:9]1)=[O:7])([CH3:4])[CH3:3].CN1CCOCC1.CN(C(ON1N=NC2C=CC=NC1=2)=[N+](C)C)C.F[P-](F)(F)(F)(F)F.Cl.[NH2:49][C@:50]1([C:55]([O:57][CH2:58][CH3:59])=[O:56])[CH2:52][C@H:51]1[CH:53]=[CH2:54]. (4) Given the product [CH3:17][C:16]1[O:18][C:1]([C:2]2[CH:3]=[CH:4][CH:5]=[CH:6][CH:7]=2)=[N:9][C:10]=1[C:11]([O:13][CH2:14][CH3:15])=[O:12], predict the reactants needed to synthesize it. The reactants are: [C:1]([NH:9][CH:10]([C:16](=[O:18])[CH3:17])[C:11]([O:13][CH2:14][CH3:15])=[O:12])(=O)[C:2]1[CH:7]=[CH:6][CH:5]=[CH:4][CH:3]=1. (5) Given the product [O:20]=[C:11]1[C:12]2[C:17](=[CH:16][CH:15]=[CH:14][CH:13]=2)[C:18](=[O:19])[N:10]1[CH2:9][CH2:8][CH2:7][C@H:3]1[CH2:4][CH2:5][CH2:6][N:1]([C:29]([O:31][CH2:32][C:33]2[CH:38]=[CH:37][CH:36]=[CH:35][CH:34]=2)=[O:30])[CH2:2]1, predict the reactants needed to synthesize it. The reactants are: [NH:1]1[CH2:6][CH2:5][CH2:4][C@H:3]([CH2:7][CH2:8][CH2:9][N:10]2[C:18](=[O:19])[C:17]3[C:12](=[CH:13][CH:14]=[CH:15][CH:16]=3)[C:11]2=[O:20])[CH2:2]1.C(N(CC)CC)C.Cl[C:29]([O:31][CH2:32][C:33]1[CH:38]=[CH:37][CH:36]=[CH:35][CH:34]=1)=[O:30].O.